This data is from Human Reference Interactome with 51,813 positive PPI pairs across 8,248 proteins, plus equal number of experimentally-validated negative pairs. The task is: Binary Classification. Given two protein amino acid sequences, predict whether they physically interact or not. (1) Protein 1 (ENSG00000154118) has sequence MSSGGRFNFDDGGSYCGGWEDGKAHGHGVCTGPKGQGEYTGSWSHGFEVLGVYTWPSGNTYQGTWAQGKRHGIGLESKGKWVYKGEWTHGFKGRYGVRECAGNGAKYEGTWSNGLQDGYGTETYSDGGTYQGQWVGGMRQGYGVRQSVPYGMAAVIRSPLRTSINSLRSEHTNGTALHPDASPAVAGSPAVSRGGFVLVAHSDSEILKSKKKGLFRRSLLSGLKLRKSESKSSLASQRSKQSSFRSEAGMSTVSSTASDIHSTISLGEAEAELAVIEDDIDATTTETYVGEWKNDKRSGF.... Protein 2 (ENSG00000165061) has sequence MKSSDIDQDLFTDSYCKVCSAQLISESQRVAHYESRKHASKVRLYYMLHPRDGGCPAKRLRSENGSDADMVDKNKCCTLCNMSFTSAVVADSHYQGKIHAKRLKLLLGEKTPLKTTGLRRNYRCTICSVSLNSIEQYHAHLKGSKHQTNLKNK*MKSSDIDQDLFTDSYCKVCSAQLISESQRVAHYESRKHASKVRLYYMLHPRDGGCPAKRLRSENGSDADMVDKNKCCTLCNMSFTSAVVADSHYQGKIHAKRLKLLLGEKTPLKTTATPLSPLKPPRMDTAPVVASPYQRRDSDRY.... Result: 0 (the proteins do not interact). (2) Protein 1 (ENSG00000143297) has sequence MLLWVILLVLAPVSGQFARTPRPIIFLQPPWTTVFQGERVTLTCKGFRFYSPQKTKWYHRYLGKEILRETPDNILEVQESGEYRCQAQGSPLSSPVHLDFSSASLILQAPLSVFEGDSVVLRCRAKAEVTLNNTIYKNDNVLAFLNKRTDFHIPHACLKDNGAYRCTGYKESCCPVSSNTVKIQVQEPFTRPVLRASSFQPISGNPVTLTCETQLSLERSDVPLRFRFFRDDQTLGLGWSLSPNFQITAMWSKDSGFYWCKAATMPYSVISDSPRSWIQVQIPASHPVLTLSPEKALNFE.... Protein 2 (ENSG00000072832) has sequence MADRRRAWNTEDDLPVYLARPGSAAQTPRQKYGGMFAAVEGAYENKTIDFDAYSVGRRGSARTPRSAGRPDAVGLPGPGGSEDTASDVSEPSGSAVSSPGERDERPPTLRIRRPAPRDLPLGRDNGQSDRLLIKGGRIINDDQSLYADVYLEDGLIKQIGENLIVPGGVKTIEANGRMVIPGGIDVNTYLQKPSQGMTAADDFFQGTRAALVGGTTMIIDHVVPEPGSSLLTSFEKWHEAADTKSCCDYSLHVDITSWYDGVREELEVLVQDKGVNSFQVYMAYKDVYQMSDSQLYEAFT.... Result: 0 (the proteins do not interact). (3) Protein 1 (ENSG00000117408) has sequence MERREEQPGAAGAGAAPALDFTVENVEKALHQLYYDPNIENKNLAQKWLMQAQVSPQAWHFSWQLLQPDKVPEIQYFGASALHIKISRYWSDIPTDQYESLKAQLFTQITRFASGSKIVLTRLCVALASLALSMMPDAWPCAVADMVRLFQAEDSPVDGQGRCLALLELLTVLPEEFQTSRLPQYRKGLVRTSLAVECGAVFPLLEQLLQQPSSPSCVRQKVLKCFSSWVQLEVPLQDCEALIQAAFAALQDSELFDSSVEAIVNAISQPDAQRYVNTLLKLIPLVLGLQEQLRQAVQNG.... Protein 2 (ENSG00000135903) has sequence MTTLAGAVPRMMRPGPGQNYPRSGFPLEVSTPLGQGRVNQLGGVFINGRPLPNHIRHKIVEMAHHGIRPCVISRQLRVSHGCVSKILCRYQETGSIRPGAIGGSKPKQVTTPDVEKKIEEYKRENPGMFSWEIRDKLLKDAVCDRNTVPSVSSISRILRSKFGKGEEEEADLERKEAEESEKKAKHSIDGILSERGKALVSGVSSH*MTTLAGAVPRMMRPGPGQNYPRSGFPLEVSTPLGQGRVNQLGGVFINGRPLPNHIRHKIVEMAHHGIRPCVISRQLRVSHGCVSKILCRYQET.... Result: 1 (the proteins interact). (4) Protein 1 (ENSG00000143171) has sequence MYGNYSHFMKFPAGYGGSPGHTGSTSMSPSAALSTGKPMDSHPSYTDTPVSAPRTLSAVGTPLNALGSPYRVITSAMGPPSGALAAPPGINLVAPPSSQLNVVNSVSSSEDIKPLPGLPGIGNMNYPSTSPGSLVKHICAICGDRSSGKHYGVYSCEGCKGFFKRTIRKDLIYTCRDNKDCLIDKRQRNRCQYCRYQKCLVMGMKREAVQEERQRSRERAESEAECATSGHEDMPVERILEAELAVEPKTESYGDMNMENSTNDPVTNICHAADKQLFTLVEWAKRIPHFSDLTLEDQVI.... Protein 2 (ENSG00000172819) has sequence MYDCMETFAPGPRRLYGAAGPGAGLLRRATGGSCFAGLESFAWPQPASLQSVETQSTSSEEMVPSSPSPPPPPRVYKPCFVCNDKSSGYHYGVSSCEGCKGFFRRSIQKNMVYTCHRDKNCIINKVTRNRCQYCRLQKCFEVGMSKEAVRNDRNKKKKEVKEEGSPDSYELSPQLEELITKVSKAHQETFPSLCQLGKYTTNSSADHRVQLDLGLWDKFSELATKCIIKIVEFAKRLPGFTGLSIADQITLLKAACLDILMLRICTRYTPEQDTMTFSDGLTLNRTQMHNAGFGPLTDLV.... Result: 1 (the proteins interact). (5) Protein 1 (ENSG00000119950) has sequence MERVKMINVQRLLEAAEFLERRERECEHGYASSFPSMPSPRLQHSKPPRRLSRAQKHSSGSSNTSTANRSTHNELEKNRRAHLRLCLERLKVLIPLGPDCTRHTTLGLLNKAKAHIKKLEEAERKSQHQLENLEREQRFLKWRLEQLQGPQEMERIRMDSIGSTISSDRSDSEREEIEVDVESTEFSHGEVDNISTTSISDIDDHSSLPSIGSDEGYSSASVKLSFTS*MGKRGRPRKEARCEGAGLAPAAPPAVPPAVAAPQPPALPEDPAGAKPRCPFSDIFNTSENSMEKHINTFLQ.... Protein 2 (ENSG00000187800) has sequence MSPPLCPLLLLAVGLRLAGTLNPSDPNTCSFWESFTTTTKESHSRPFSLLPSEPCERPWEGPHTCPQPTVVYRTVYRQVVKTDHRQRLQCCHGFYESRGFCVPLCAQECVHGRCVAPNQCQCVPGWRGDDCSSECAPGMWGPQCDKPCSCGNNSSCDPKSGVCSCPSGLQPPNCLQPCTPGYYGPACQFRCQCHGAPCDPQTGACFCPAERTGPSCDVSCSQGTSGFFCPSTHSCQNGGVFQTPQGSCSCPPGWMGTICSLPCPEGFHGPNCSQECRCHNGGLCDRFTGQCRCAPGYTGD.... Result: 1 (the proteins interact).